This data is from Experimentally validated miRNA-target interactions with 360,000+ pairs, plus equal number of negative samples. The task is: Binary Classification. Given a miRNA mature sequence and a target amino acid sequence, predict their likelihood of interaction. (1) The miRNA is mmu-miR-362-3p with sequence AACACACCUGUUCAAGGAUUCA. The protein sequence of the target gene is MAESAGASSFFPLVVLLLAGSGGSGPRGIQALLCACTSCLQTNYTCETDGACMVSIFNLDGVEHHVRTCIPKVELVPAGKPFYCLSSEDLRNTHCCYIDFCNKIDLRVPSGHLKEPAHPSMWGPVELVGIIAGPVFLLFLIIIIVFLVINYHQRVYHNRQRLDMEDPSCEMCLSKDKTLQDLVYDLSTSGSGSGLPLFVQRTVARTIVLQEIIGKGRFGEVWRGRWRGGDVAVKIFSSREERSWFREAEIYQTVMLRHENILGFIAADNKDNGTWTQLWLVSDYHEHGSLFDYLNRYTVT.... Result: 1 (interaction). (2) The miRNA is hsa-miR-200c-3p with sequence UAAUACUGCCGGGUAAUGAUGGA. The protein sequence of the target gene is MDRAPTEQNVKLSAEVEPFIPQKKSPDTFMIPMALPNDNGSVSGVEPTPIPSYLITCYPFVQENQSNRQFPLYNNDIRWQQPNPNPTGPYFAYPIISAQPPVSTEYTYYQLMPAPCAQVMGFYHPFPTPYSNTFQAANTVNAITTECTERPSQLGQVFPLSSHRSRNSNRGSVVPKQQLLQQHIKSKRPLVKNVATQKETNAAGPDSRSKIVLLVDASQQTDFPSDIANKSLSETTATMLWKSKGRRRRASHPTAESSSEQGASEADIDSDSGYCSPKHSNNQPAAGALRNPDSGTMNHV.... Result: 1 (interaction). (3) The miRNA is hsa-miR-5188 with sequence AAUCGGACCCAUUUAAACCGGAG. The protein sequence of the target gene is MERLCSDGFAFPHYYIKPYHLKRIHRAVLRGNLEKLKYLLLTYYDANKRDRKERTALHLACATGQPEMVHLLVSRRCELNLCDREDRTPLIKAVQLRQEACATLLLQNGADPNITDVFGRTALHYAVYNEDTSMIEKLLSHGTNIEECSKNEYQPLLLAVSRRKVKMVEFLLKKKANVNAIDYLGRSALILAVTLGEKDIVILLLQHNIDVFSRDVYGKLAEDYASEAENRVIFDLIYEYKRKRYEDLPINSNPVSPQKQRAEKATSDDKDSVSNIATEIKEGPISGTVSSQKQPAEKAT.... Result: 0 (no interaction). (4) The miRNA is hsa-miR-193b-5p with sequence CGGGGUUUUGAGGGCGAGAUGA. The protein sequence of the target gene is MAVQISKKRKFVADGIFKAELNEFLTRELAEDGYSGVEVRVTPTRTEIIILATRTQNVLGEKGRRIRELTAVVQKRFGFPEGSVELYAEKVATRGLCAIAQAESLRYKLLGGLAVRRACYGVLRFIMESGAKGCEVVVSGKLRGQRAKSMKFVDGLMIHSGDPVNYYVDTAVRHVLLRQGVLGIKVKIMLPWDPSGKIGPKKPLPDHVSIVEPKDEILPTTPISEQKGGKPEPPAMPQPVPTA. Result: 0 (no interaction). (5) The miRNA is hsa-miR-429 with sequence UAAUACUGUCUGGUAAAACCGU. The protein sequence of the target gene is MDAELAEVRALQAEIAALRRACEDPPAPWEEKSRVQKSFQAIHQFNLEGWKSSKDLKNQLGHLESELSFLSTLTGINIRNHSKQTEDLTSTEMTEKSIRKVLQRHRLSGNCHMVTFQLEFQILEIQNKERLSSAVTDLNIIMEPTECSELSEFVSRAEERKDLFMFFRSLHFFVEWFEYRKRTFKHLKEKYPDAVYLSEGPSSCSMGIRSASRPGFELVIVWRIQIDEDGKVFPKLDLLTKVPQRALELDKNRAIETAPLSFRTLVGLLGIEAALESLIKSLCAEENN. Result: 0 (no interaction). (6) The miRNA is mmu-miR-27a-3p with sequence UUCACAGUGGCUAAGUUCCGC. The protein sequence of the target gene is MRRGGLLEVALAFALLLESYTSHGADANLEAGSLKETRANRAKRRGGGGHDALKGPNVCGSRYNAYCCPGWKTLPGGNQCIVPICRHSCGDGFCSRPNMCTCPSGQISPSCGSRSIQHCSIRCMNGGSCSDDHCLCQKGYIGTHCGQPVCESGCLNGGRCVAPNRCACTYGFTGPQCERDYRTGPCFTVVSNQMCQGQLSGIVCTKTLCCATVGRAWGHPCEMCPAQPHPCRRGFIPNIRTGACQDVDECQAIPGMCQGGNCINTVGSFECKCPAGHKFNEVSQKCEDIDECSTIPGVCD.... Result: 0 (no interaction).